This data is from Full USPTO retrosynthesis dataset with 1.9M reactions from patents (1976-2016). The task is: Predict the reactants needed to synthesize the given product. (1) Given the product [C:1]([O:5][C:6]([N:8]1[CH2:9][CH2:10][C:11]2[CH:18]=[C:17]([O:19][CH3:20])[C:16]([NH2:21])=[CH:15][C:12]=2[CH2:13][CH2:14]1)=[O:7])([CH3:4])([CH3:3])[CH3:2], predict the reactants needed to synthesize it. The reactants are: [C:1]([O:5][C:6]([N:8]1[CH2:14][CH2:13][C:12]2[CH:15]=[C:16]([N+:21]([O-])=O)[C:17]([O:19][CH3:20])=[CH:18][C:11]=2[CH2:10][CH2:9]1)=[O:7])([CH3:4])([CH3:3])[CH3:2]. (2) Given the product [Cl:1][C:2]1[CH:3]=[N:4][C:5]2[N:6]([N:8]=[C:9]([C:11]([N:14]3[CH2:15][CH:16]=[C:17]([C:20]4[CH:25]=[CH:24][N:23]=[CH:22][N:21]=4)[CH2:18][CH2:19]3)=[O:13])[CH:10]=2)[CH:7]=1, predict the reactants needed to synthesize it. The reactants are: [Cl:1][C:2]1[CH:3]=[N:4][C:5]2[N:6]([N:8]=[C:9]([C:11]([OH:13])=O)[CH:10]=2)[CH:7]=1.[NH:14]1[CH2:19][CH:18]=[C:17]([C:20]2[CH:25]=[CH:24][N:23]=[CH:22][N:21]=2)[CH2:16][CH2:15]1. (3) Given the product [N:12]1[C:11]2[NH:15][CH:16]=[CH:17][C:10]=2[C:9]([N:3]2[CH2:4][CH2:5][C@@H:6]([N:7]([CH3:8])[C:26]3[CH:25]=[CH:24][C:21]([C:22]#[N:23])=[CH:20][C:19]=3[F:18])[CH2:2]2)=[N:14][CH:13]=1, predict the reactants needed to synthesize it. The reactants are: C[C@@H:2]1[CH:6]([NH:7][CH3:8])[CH2:5][CH2:4][N:3]1[C:9]1[C:10]2[CH:17]=[CH:16][NH:15][C:11]=2[N:12]=[CH:13][N:14]=1.[F:18][C:19]1[CH:20]=[C:21]([CH:24]=[CH:25][C:26]=1F)[C:22]#[N:23].CCN(C(C)C)C(C)C.O. (4) Given the product [CH2:13]([C:15]1[N:16]([C:40]2[CH:41]=[CH:42][C:43]([C:46]([O:49][CH3:50])([CH3:48])[CH3:47])=[CH:44][CH:45]=2)[C:17](=[O:39])[C:18]([CH2:24][C:25]2[CH:30]=[CH:29][C:28]([C:31]3[CH:36]=[CH:35][CH:34]=[CH:33][C:32]=3[C:37]3[NH:3][C:4](=[O:7])[O:5][N:38]=3)=[CH:27][CH:26]=2)=[C:19]([CH2:21][CH2:22][CH3:23])[N:20]=1)[CH3:14], predict the reactants needed to synthesize it. The reactants are: [Cl-].O[NH3+:3].[C:4](=[O:7])([O-])[OH:5].[Na+].CS(C)=O.[CH2:13]([C:15]1[N:16]([C:40]2[CH:45]=[CH:44][C:43]([C:46]([O:49][CH3:50])([CH3:48])[CH3:47])=[CH:42][CH:41]=2)[C:17](=[O:39])[C:18]([CH2:24][C:25]2[CH:30]=[CH:29][C:28]([C:31]3[C:32]([C:37]#[N:38])=[CH:33][CH:34]=[CH:35][CH:36]=3)=[CH:27][CH:26]=2)=[C:19]([CH2:21][CH2:22][CH3:23])[N:20]=1)[CH3:14].